Task: Predict the reactants needed to synthesize the given product.. Dataset: Retrosynthesis with 50K atom-mapped reactions and 10 reaction types from USPTO (1) Given the product NNc1ccc(Br)nc1, predict the reactants needed to synthesize it. The reactants are: Fc1ccc(Br)nc1.NN. (2) Given the product COc1c(OC2CCN(C(=O)OC(C)C)CC2)ncnc1N1CCc2cc(S(C)(=O)=O)ccc21, predict the reactants needed to synthesize it. The reactants are: COc1c(Cl)ncnc1OC1CCN(C(=O)OC(C)C)CC1.CS(=O)(=O)c1ccc2c(c1)CCN2. (3) Given the product Cc1ncc(NC(=O)C2(c3ccc4c(c3)OCO4)CC2)cc1Br, predict the reactants needed to synthesize it. The reactants are: Cc1ncc(N)cc1Br.O=C(O)C1(c2ccc3c(c2)OCO3)CC1. (4) Given the product CC(C)(C)c1nc2cc(S(=O)(=O)N3CC[C@@H](O)C3)ccc2n1CC1CCC(F)(F)CC1, predict the reactants needed to synthesize it. The reactants are: CC(C)(C)c1nc2cc(S(=O)(=O)Cl)ccc2n1CC1CCC(F)(F)CC1.O[C@@H]1CCNC1. (5) Given the product CC(C)N1CCC(Oc2ccc3cc(C(=O)N4CCC(F)(F)CC4)sc3c2)CC1, predict the reactants needed to synthesize it. The reactants are: CC(C)N1CCC(Oc2ccc3cc(C(=O)O)sc3c2)CC1.FC1(F)CCNCC1. (6) Given the product CC(C)(C)OC(=O)NCc1ccc(C(=O)O)cc1[N+](=O)[O-], predict the reactants needed to synthesize it. The reactants are: CC(C)(C)OC(=O)OC(=O)OC(C)(C)C.NCc1ccc(C(=O)O)cc1[N+](=O)[O-].